Dataset: Full USPTO retrosynthesis dataset with 1.9M reactions from patents (1976-2016). Task: Predict the reactants needed to synthesize the given product. (1) Given the product [C:1]([O:5][C:6](=[O:22])[NH:7][CH2:8][C:9]1[CH:14]=[CH:13][C:12]([C:15]2[CH:20]=[CH:19][CH:18]=[C:17]([O:21][C:26]3[CH:27]=[CH:28][N:29]=[C:24]([Cl:23])[N:25]=3)[CH:16]=2)=[CH:11][CH:10]=1)([CH3:4])([CH3:2])[CH3:3], predict the reactants needed to synthesize it. The reactants are: [C:1]([O:5][C:6](=[O:22])[NH:7][CH2:8][C:9]1[CH:14]=[CH:13][C:12]([C:15]2[CH:20]=[CH:19][CH:18]=[C:17]([OH:21])[CH:16]=2)=[CH:11][CH:10]=1)([CH3:4])([CH3:3])[CH3:2].[Cl:23][C:24]1[N:29]=[C:28](Cl)[CH:27]=[CH:26][N:25]=1.C(=O)([O-])[O-].[K+].[K+]. (2) Given the product [CH2:1]([C:5]1[NH:14][C:13](=[O:15])[C:12]2[C:7](=[CH:8][C:9]([C:16]([OH:18])=[O:17])=[CH:10][CH:11]=2)[N:6]=1)[CH:2]([CH3:4])[CH3:3], predict the reactants needed to synthesize it. The reactants are: [CH2:1]([C:5]1[NH:14][C:13](=[O:15])[C:12]2[C:7](=[CH:8][C:9]([C:16]([O:18]C)=[O:17])=[CH:10][CH:11]=2)[N:6]=1)[CH:2]([CH3:4])[CH3:3].[OH-].[K+].O. (3) Given the product [F:16][C:2]([F:1])([F:15])[C:3]1[CH:14]=[CH:13][C:6]2[S:7][C:8]([C:10]([O-:12])=[O:11])=[CH:9][C:5]=2[CH:4]=1.[CH2:17]([NH3+:29])[CH2:18][CH2:19][CH2:20][CH2:21][CH2:22][CH2:23][CH2:24][CH2:25][CH2:26][CH2:27][CH3:28], predict the reactants needed to synthesize it. The reactants are: [F:1][C:2]([F:16])([F:15])[C:3]1[CH:14]=[CH:13][C:6]2[S:7][C:8]([C:10]([OH:12])=[O:11])=[CH:9][C:5]=2[CH:4]=1.[CH2:17]([NH2:29])[CH2:18][CH2:19][CH2:20][CH2:21][CH2:22][CH2:23][CH2:24][CH2:25][CH2:26][CH2:27][CH3:28]. (4) Given the product [CH3:1][O:2][C:3]([C:5]1[CH:10]=[CH:9][CH:8]=[C:7]([C:11]2[CH2:15][CH2:14][CH2:13][C:12]=2[C:23]2[CH:24]=[C:25]([C:28]([F:30])([F:31])[F:29])[CH:26]=[CH:27][C:22]=2[O:21][CH2:20][C:19]2[CH:35]=[CH:36][C:37]([F:39])=[CH:38][C:18]=2[F:17])[N:6]=1)=[O:4], predict the reactants needed to synthesize it. The reactants are: [CH3:1][O:2][C:3]([C:5]1[CH:10]=[CH:9][CH:8]=[C:7]([C:11]2[CH2:15][CH2:14][CH2:13][C:12]=2Br)[N:6]=1)=[O:4].[F:17][C:18]1[CH:38]=[C:37]([F:39])[CH:36]=[CH:35][C:19]=1[CH2:20][O:21][C:22]1[CH:27]=[CH:26][C:25]([C:28]([F:31])([F:30])[F:29])=[CH:24][C:23]=1B(O)O. (5) The reactants are: [CH3:1][NH:2][C:3]1[S:4][C:5]([C:8]([F:11])([F:10])[F:9])=[CH:6][CH:7]=1.[N:12]([C:15]1[N:20]=[C:19]([O:21][CH2:22][C:23]([F:26])([F:25])[F:24])[CH:18]=[C:17]([O:27][CH2:28][C:29]([F:32])([F:31])[F:30])[N:16]=1)=[C:13]=[O:14].CCOC(C)=O. Given the product [F:26][C:23]([F:24])([F:25])[CH2:22][O:21][C:19]1[CH:18]=[C:17]([O:27][CH2:28][C:29]([F:32])([F:31])[F:30])[N:16]=[C:15]([NH:12][C:13](=[O:14])[N:2]([CH3:1])[C:3]2[S:4][C:5]([C:8]([F:10])([F:9])[F:11])=[CH:6][CH:7]=2)[N:20]=1, predict the reactants needed to synthesize it. (6) Given the product [ClH:38].[CH:35]1([C@H:5]2[C@H:6]([CH3:34])[C@@H:7]([NH:27][C:28]3[CH:33]=[CH:32][CH:31]=[CH:30][CH:29]=3)[C:8]3[C:13](=[CH:12][CH:11]=[C:10]([N:14]4[CH2:19][CH2:18][NH:17][CH2:16][CH2:15]4)[CH:9]=3)[N:4]2[C:1](=[O:3])[CH3:2])[CH2:36][CH2:37]1, predict the reactants needed to synthesize it. The reactants are: [C:1]([N:4]1[C:13]2[C:8](=[CH:9][C:10]([N:14]3[CH2:19][CH2:18][N:17](C(OC(C)(C)C)=O)[CH2:16][CH2:15]3)=[CH:11][CH:12]=2)[C@H:7]([NH:27][C:28]2[CH:33]=[CH:32][CH:31]=[CH:30][CH:29]=2)[C@@H:6]([CH3:34])[C@@H:5]1[CH:35]1[CH2:37][CH2:36]1)(=[O:3])[CH3:2].[ClH:38].C([O-])([O-])=O.[K+].[K+]. (7) Given the product [C:16]([N:1]1[CH2:9][CH2:8][CH:4]([C:5]([OH:7])=[O:6])[CH2:3][CH2:2]1)([O:18][C:19]([CH3:22])([CH3:21])[CH3:20])=[O:17], predict the reactants needed to synthesize it. The reactants are: [NH:1]1[CH2:9][CH2:8][CH:4]([C:5]([OH:7])=[O:6])[CH2:3][CH2:2]1.C(=O)([O-])[O-].[Na+].[Na+].[C:16](O[C:16]([O:18][C:19]([CH3:22])([CH3:21])[CH3:20])=[O:17])([O:18][C:19]([CH3:22])([CH3:21])[CH3:20])=[O:17]. (8) Given the product [CH2:24]([N:26]([CH2:27][C:28]1[S:29][CH:30]=[CH:31][N:32]=1)[C:21](=[O:22])[CH2:20][N:9]([C:4]1[CH:5]=[CH:6][CH:7]=[CH:8][C:3]=1[O:2][CH3:1])[S:10]([C:13]1[C:14]([CH3:19])=[CH:15][CH:16]=[CH:17][CH:18]=1)(=[O:11])=[O:12])[CH3:25], predict the reactants needed to synthesize it. The reactants are: [CH3:1][O:2][C:3]1[CH:8]=[CH:7][CH:6]=[CH:5][C:4]=1[N:9]([CH2:20][C:21](O)=[O:22])[S:10]([C:13]1[C:14]([CH3:19])=[CH:15][CH:16]=[CH:17][CH:18]=1)(=[O:12])=[O:11].[CH2:24]([NH:26][CH2:27][C:28]1[S:29][CH:30]=[CH:31][N:32]=1)[CH3:25]. (9) Given the product [CH3:24][O:25][C:26]1[CH:31]=[C:30]([C:4]([C:6]2[CH:7]=[CH:8][C:9]3[O:13][C:12]([CH2:14][CH2:15][N:16]4[CH2:20][CH2:19][CH2:18][C@H:17]4[CH3:21])=[CH:11][C:10]=3[CH:22]=2)=[O:5])[CH:29]=[CH:28][CH:27]=1, predict the reactants needed to synthesize it. The reactants are: CON(C)[C:4]([C:6]1[CH:7]=[CH:8][C:9]2[O:13][C:12]([CH2:14][CH2:15][N:16]3[CH2:20][CH2:19][CH2:18][C@H:17]3[CH3:21])=[CH:11][C:10]=2[CH:22]=1)=[O:5].[CH3:24][O:25][C:26]1[CH:27]=[C:28]([Mg]Br)[CH:29]=[CH:30][CH:31]=1.